From a dataset of Full USPTO retrosynthesis dataset with 1.9M reactions from patents (1976-2016). Predict the reactants needed to synthesize the given product. (1) Given the product [N:17]1[CH:16]=[CH:15][C:14]([C:13]2[O:20][C:2]3[CH:7]=[C:6]([C:8]([F:9])([F:10])[F:11])[CH:5]=[CH:4][C:3]=3[N:12]=2)=[CH:19][CH:18]=1, predict the reactants needed to synthesize it. The reactants are: O[C:2]1[CH:7]=[C:6]([C:8]([F:11])([F:10])[F:9])[CH:5]=[CH:4][C:3]=1[NH:12][C:13](=[O:20])[C:14]1[CH:19]=[CH:18][N:17]=[CH:16][CH:15]=1.C(Cl)(Cl)(Cl)Cl.C1(P(C2C=CC=CC=2)C2C=CC=CC=2)C=CC=CC=1.C(N(CC)CC)C. (2) Given the product [Cl:47][C:4]1[CH:5]=[CH:6][C:1]([N:7]2[C:25](=[O:26])[C:10]3=[CH:11][NH:12][C:13]4[CH:14]=[C:15]([N:19]5[CH2:20][CH2:21][NH:22][CH2:23][CH2:24]5)[CH:16]=[CH:17][C:18]=4[C:9]3=[N:8]2)=[CH:2][CH:3]=1, predict the reactants needed to synthesize it. The reactants are: [C:1]1([N:7]2[C:25](=[O:26])[C:10]3=[CH:11][NH:12][C:13]4[CH:14]=[C:15]([N:19]5[CH2:24][CH2:23][NH:22][CH2:21][CH2:20]5)[CH:16]=[CH:17][C:18]=4[C:9]3=[N:8]2)[CH:6]=[CH:5][CH:4]=[CH:3][CH:2]=1.NC1C=CC2C3C(C(=O)N(C4C=CC([Cl:47])=CC=4)N=3)=CNC=2C=1. (3) Given the product [Cl:8][C:5]1[N:6]=[CH:7][C:2]([CH2:20][C:19]([O:18][C:14]([CH3:17])([CH3:16])[CH3:15])=[O:22])=[CH:3][C:4]=1[S:9]([CH3:12])(=[O:11])=[O:10], predict the reactants needed to synthesize it. The reactants are: Br[C:2]1[CH:3]=[C:4]([S:9]([CH3:12])(=[O:11])=[O:10])[C:5]([Cl:8])=[N:6][CH:7]=1.[Cl-].[C:14]([O:18][C:19](=[O:22])[CH2:20][Zn+])([CH3:17])([CH3:16])[CH3:15].CCOCC. (4) The reactants are: [NH2:1][C:2]1[CH:3]=[N:4][C:5]2[C:10]([C:11]=1[NH:12][CH2:13][C:14]([CH3:21])([CH3:20])[C:15]([O:17][CH2:18][CH3:19])=[O:16])=[CH:9][CH:8]=[CH:7][CH:6]=2.[C:22](OC)(OC)(OC)[CH2:23][CH2:24][CH3:25]. Given the product [CH3:21][C:14]([CH3:20])([CH2:13][N:12]1[C:11]2[C:10]3[CH:9]=[CH:8][CH:7]=[CH:6][C:5]=3[N:4]=[CH:3][C:2]=2[N:1]=[C:22]1[CH2:23][CH2:24][CH3:25])[C:15]([O:17][CH2:18][CH3:19])=[O:16], predict the reactants needed to synthesize it. (5) The reactants are: [F:1][C:2]1[CH:3]=[C:4]([C:8]2[N:12]([CH3:13])[C:11]3[CH:14]=[CH:15][C:16]([C:18]4[CH:23]([CH3:24])[S:22][C:21](=[O:25])[N:20]([CH2:26][CH2:27][NH:28]C(=O)OC(C)(C)C)[N:19]=4)=[CH:17][C:10]=3[N:9]=2)[CH:5]=[CH:6][CH:7]=1.Cl. Given the product [NH2:28][CH2:27][CH2:26][N:20]1[N:19]=[C:18]([C:16]2[CH:15]=[CH:14][C:11]3[N:12]([CH3:13])[C:8]([C:4]4[CH:5]=[CH:6][CH:7]=[C:2]([F:1])[CH:3]=4)=[N:9][C:10]=3[CH:17]=2)[CH:23]([CH3:24])[S:22][C:21]1=[O:25], predict the reactants needed to synthesize it.